Dataset: Serine/threonine kinase 33 screen with 319,792 compounds. Task: Binary Classification. Given a drug SMILES string, predict its activity (active/inactive) in a high-throughput screening assay against a specified biological target. The drug is O(c1c(CNCc2ccc(cc2)C(O)=O)cccc1OC)CC. The result is 0 (inactive).